From a dataset of Forward reaction prediction with 1.9M reactions from USPTO patents (1976-2016). Predict the product of the given reaction. (1) Given the reactants [CH3:1][C:2]1([CH3:28])[CH2:7][C:6]([CH3:9])([CH3:8])[CH2:5][CH:4]([C:10]2[CH:15]=[CH:14][CH:13]=[CH:12][C:11]=2[N:16]2[CH2:21][CH2:20][N:19]([CH2:22][C@@H:23]3[CH2:25][C@H:24]3[CH2:26]O)[CH2:18][CH2:17]2)[CH2:3]1.[CH2:29]([N:31](CC)CC)C.CS([Cl:40])(=O)=O.[Cl-].[NH4+].[C-]#N.[K+], predict the reaction product. The product is: [CH3:1][C:2]1([CH3:28])[CH2:7][C:6]([CH3:9])([CH3:8])[CH2:5][CH:4]([C:10]2[CH:15]=[CH:14][CH:13]=[CH:12][C:11]=2[N:16]2[CH2:21][CH2:20][N:19]([CH2:22][C@@H:23]3[CH2:25][C@H:24]3[CH2:26][C:29]#[N:31])[CH2:18][CH2:17]2)[CH2:3]1.[Cl:40][CH2:26][C@@H:24]1[CH2:25][C@H:23]1[CH2:22][N:19]1[CH2:18][CH2:17][N:16]([C:11]2[CH:12]=[CH:13][CH:14]=[CH:15][C:10]=2[CH:4]2[CH2:3][C:2]([CH3:28])([CH3:1])[CH2:7][C:6]([CH3:8])([CH3:9])[CH2:5]2)[CH2:21][CH2:20]1. (2) Given the reactants [Cl:1][C:2]1[C:3]2[N:4]([CH:8]=[C:9]([C:11]3[CH:16]=[CH:15][CH:14]=[C:13]([O:17][CH3:18])[CH:12]=3)[N:10]=2)[CH:5]=[CH:6][N:7]=1.[Br:19]Br, predict the reaction product. The product is: [Br:19][C:8]1[N:4]2[CH:5]=[CH:6][N:7]=[C:2]([Cl:1])[C:3]2=[N:10][C:9]=1[C:11]1[CH:16]=[CH:15][CH:14]=[C:13]([O:17][CH3:18])[CH:12]=1.